The task is: Predict the product of the given reaction.. This data is from Forward reaction prediction with 1.9M reactions from USPTO patents (1976-2016). (1) Given the reactants [CH2:1]([N:8]1[CH2:13][CH2:12][NH:11][CH2:10][CH2:9]1)[C:2]1[CH:7]=[CH:6][CH:5]=[CH:4][CH:3]=1.O=[CH:15][CH2:16][NH:17]C(=O)OC(C)(C)C.C(O)(=O)C.C(O[BH-](OC(=O)C)OC(=O)C)(=O)C.[Na+].[Cl:43]CCCl, predict the reaction product. The product is: [ClH:43].[ClH:43].[ClH:43].[CH2:1]([N:8]1[CH2:13][CH2:12][N:11]([CH2:15][CH2:16][NH2:17])[CH2:10][CH2:9]1)[C:2]1[CH:3]=[CH:4][CH:5]=[CH:6][CH:7]=1. (2) Given the reactants S(=O)(=O)(O)[OH:2].[Cl:6][C:7]1[CH:12]=[CH:11][C:10]([S:13][CH2:14][C:15]2[CH:20]=[C:19]([F:21])[CH:18]=[CH:17][C:16]=2[F:22])=[CH:9][CH:8]=1.OO.[OH2:25], predict the reaction product. The product is: [Cl:6][C:7]1[CH:12]=[CH:11][C:10]([S:13]([CH2:14][C:15]2[CH:20]=[C:19]([F:21])[CH:18]=[CH:17][C:16]=2[F:22])(=[O:2])=[O:25])=[CH:9][CH:8]=1. (3) Given the reactants CC(C)([O-])C.[K+].[OH:7][CH:8]1[CH2:13][CH2:12][O:11][CH2:10][CH2:9]1.Cl.[Cl:15][C:16]1[C:21]([NH:22][C:23]2[C:32]3[C:27](=[CH:28][C:29]([F:34])=[CH:30][C:31]=3F)[N:26]=[CH:25][N:24]=2)=[C:20]2[O:35][CH2:36][O:37][C:19]2=[CH:18][CH:17]=1.O, predict the reaction product. The product is: [Cl:15][C:16]1[C:21]([NH:22][C:23]2[C:32]3[C:27](=[CH:28][C:29]([F:34])=[CH:30][C:31]=3[O:7][CH:8]3[CH2:13][CH2:12][O:11][CH2:10][CH2:9]3)[N:26]=[CH:25][N:24]=2)=[C:20]2[O:35][CH2:36][O:37][C:19]2=[CH:18][CH:17]=1. (4) Given the reactants [Cl:1][C:2]1[C:10]2[O:9][CH2:8][N:7]([S:11]([C:14]3[CH:19]=[C:18]([Cl:20])[CH:17]=[CH:16][C:15]=3[O:21][CH3:22])(=[O:13])=[O:12])[C:6]=2[CH:5]=[C:4]([C:23]([OH:25])=O)[CH:3]=1.[NH2:26][C:27]1[CH:37]=[CH:36][C:30]([C:31]([O:33][CH2:34][CH3:35])=[O:32])=[CH:29][CH:28]=1, predict the reaction product. The product is: [CH2:34]([O:33][C:31](=[O:32])[C:30]1[CH:36]=[CH:37][C:27]([NH:26][C:23]([C:4]2[CH:3]=[C:2]([Cl:1])[C:10]3[O:9][CH2:8][N:7]([S:11]([C:14]4[CH:19]=[C:18]([Cl:20])[CH:17]=[CH:16][C:15]=4[O:21][CH3:22])(=[O:13])=[O:12])[C:6]=3[CH:5]=2)=[O:25])=[CH:28][CH:29]=1)[CH3:35].